From a dataset of Reaction yield outcomes from USPTO patents with 853,638 reactions. Predict the reaction yield, written as a fraction of the theoretical maximum amount of product (1.0 means a 100% yield; for example, 0.34 means a 34% yield). (1) The yield is 0.840. The catalyst is C(Cl)Cl. The product is [C:13]([C:12]1[CH:15]=[C:8]([C:5]([CH3:7])([CH3:6])[C:4](=[O:17])[CH2:3][NH:2][C:33]([NH:32][C:29]2[CH:30]=[CH:31][C:26]([F:25])=[C:27]([O:35][CH3:36])[CH:28]=2)=[S:34])[CH:9]=[CH:10][C:11]=1[F:16])#[N:14]. The reactants are Cl.[NH2:2][CH2:3][C:4](=[O:17])[C:5]([C:8]1[CH:9]=[CH:10][C:11]([F:16])=[C:12]([CH:15]=1)[C:13]#[N:14])([CH3:7])[CH3:6].CCN(CC)CC.[F:25][C:26]1[CH:31]=[CH:30][C:29]([N:32]=[C:33]=[S:34])=[CH:28][C:27]=1[O:35][CH3:36]. (2) The reactants are F[C:2]1[CH:7]=[C:6]([F:8])[CH:5]=[CH:4][C:3]=1[N+:9]([O-:11])=[O:10].[CH:12]1([NH2:18])[CH2:17][CH2:16][CH2:15][CH2:14][CH2:13]1.CCN(C(C)C)C(C)C. The catalyst is C(#N)C. The product is [CH:12]1([NH:18][C:2]2[CH:7]=[C:6]([F:8])[CH:5]=[CH:4][C:3]=2[N+:9]([O-:11])=[O:10])[CH2:17][CH2:16][CH2:15][CH2:14][CH2:13]1. The yield is 0.920. (3) The reactants are [O:1]=[C:2]([N:23]1[CH2:28][CH2:27][N:26]2[C:29]([C:32]([F:35])([F:34])[F:33])=[N:30][CH:31]=[C:25]2[CH2:24]1)[CH2:3][C@H:4]([NH:15][C:16](=[O:22])[O:17][C:18]([CH3:21])([CH3:20])[CH3:19])[CH2:5][C:6]1[CH:11]=[C:10]([F:12])[C:9]([F:13])=[CH:8][C:7]=1[F:14].[Br:36]N1C(=O)CCC1=O.C(=O)([O-])[O-].[K+].[K+].C(OC(OC(C)(C)C)=O)(OC(C)(C)C)=O. The catalyst is C(O)C. The product is [O:1]=[C:2]([N:23]1[CH2:28][CH2:27][N:26]2[C:29]([C:32]([F:33])([F:34])[F:35])=[N:30][C:31]([Br:36])=[C:25]2[CH2:24]1)[CH2:3][C@H:4]([NH:15][C:16](=[O:22])[O:17][C:18]([CH3:21])([CH3:20])[CH3:19])[CH2:5][C:6]1[CH:11]=[C:10]([F:12])[C:9]([F:13])=[CH:8][C:7]=1[F:14]. The yield is 0.860. (4) The reactants are [CH3:1][NH:2][CH3:3].[I:4][C:5]1[CH:10]=[CH:9][C:8]([S:11](Cl)(=[O:13])=[O:12])=[CH:7][CH:6]=1.O. The catalyst is N1C=CC=CC=1. The product is [I:4][C:5]1[CH:10]=[CH:9][C:8]([S:11]([N:2]([CH3:3])[CH3:1])(=[O:13])=[O:12])=[CH:7][CH:6]=1. The yield is 0.880. (5) The reactants are Cl[CH2:2][C:3]1[N:4]=[C:5]2[S:12][C:11]([CH3:13])=[C:10]([CH:14]3[CH2:19][CH2:18][CH2:17][CH2:16][CH2:15]3)[N:6]2[C:7](=[O:9])[CH:8]=1.C(=O)([O-])[O-].[K+].[K+].[I-].[K+].[CH2:28]([NH:30][C:31]1[CH:36]=[CH:35][C:34]([F:37])=[CH:33][CH:32]=1)[CH3:29]. The catalyst is C(#N)C. The product is [CH:14]1([C:10]2[N:6]3[C:7](=[O:9])[CH:8]=[C:3]([CH2:2][N:30]([CH2:28][CH3:29])[C:31]4[CH:36]=[CH:35][C:34]([F:37])=[CH:33][CH:32]=4)[N:4]=[C:5]3[S:12][C:11]=2[CH3:13])[CH2:19][CH2:18][CH2:17][CH2:16][CH2:15]1. The yield is 0.130. (6) The reactants are [F:1][C:2]1[CH:7]=[CH:6][C:5]([C:8]2[CH:16]=[CH:15][C:11]([C:12](O)=[O:13])=[CH:10][CH:9]=2)=[CH:4][CH:3]=1.[H-].[Al+3].[Li+].[H-].[H-].[H-].O. The catalyst is O1CCCC1. The product is [F:1][C:2]1[CH:3]=[CH:4][C:5]([C:8]2[CH:16]=[CH:15][C:11]([CH2:12][OH:13])=[CH:10][CH:9]=2)=[CH:6][CH:7]=1. The yield is 0.621. (7) The reactants are [CH2:1]([C:3]1[NH:4][C:5](=[O:27])[C:6]([CH2:12][C:13]2[CH:18]=[CH:17][C:16]([C:19]3[C:20]([C:25]#[N:26])=[CH:21][CH:22]=[CH:23][CH:24]=3)=[CH:15][CH:14]=2)=[C:7]([CH2:9][CH2:10][CH3:11])[N:8]=1)[CH3:2].[O:28]1[C:32]2[CH:33]=[CH:34][C:35](B(O)O)=[CH:36][C:31]=2[CH2:30][CH2:29]1.N1C=CC=CC=1.C(N(CC)CC)C. The catalyst is C(OCC)(=O)C.C([O-])(=O)C.[Cu+2].C([O-])(=O)C.ClCCl. The product is [O:28]1[C:32]2[CH:33]=[CH:34][C:35]([N:4]3[C:5](=[O:27])[C:6]([CH2:12][C:13]4[CH:18]=[CH:17][C:16]([C:19]5[C:20]([C:25]#[N:26])=[CH:21][CH:22]=[CH:23][CH:24]=5)=[CH:15][CH:14]=4)=[C:7]([CH2:9][CH2:10][CH3:11])[N:8]=[C:3]3[CH2:1][CH3:2])=[CH:36][C:31]=2[CH2:30][CH2:29]1. The yield is 1.00. (8) The reactants are [CH2:1]([NH2:11])[CH2:2][CH2:3][CH2:4][CH2:5][CH2:6][CH2:7][CH2:8][CH2:9][CH3:10].[CH:12]12[O:18][CH:15]([CH2:16][CH2:17]1)[CH:14]1[C:19]([O:21][C:22](=O)[CH:13]21)=[O:20].C(N(CC)CC)C. The catalyst is C1(C)C=CC=CC=1.CCOC(C)=O. The product is [CH2:1]([N:11]1[C:22](=[O:21])[CH:13]2[CH:14]([CH:15]3[O:18][CH:12]2[CH2:17][CH2:16]3)[C:19]1=[O:20])[CH2:2][CH2:3][CH2:4][CH2:5][CH2:6][CH2:7][CH2:8][CH2:9][CH3:10]. The yield is 0.680.